From a dataset of Forward reaction prediction with 1.9M reactions from USPTO patents (1976-2016). Predict the product of the given reaction. (1) Given the reactants N[C:2]1[CH:7]=[C:6]([C:8]([F:11])([F:10])[F:9])[CH:5]=[CH:4][C:3]=1[N:12]1[N:16]=[C:15]([C:17]([O:19][CH2:20][CH3:21])=[O:18])[C:14]([O:22][C:23]2[CH:28]=[CH:27][CH:26]=[C:25]([O:29][C:30]([F:33])([F:32])[F:31])[CH:24]=2)=[N:13]1.S(=O)(=O)(O)O.N(OCCC(C)C)=O.OP=O, predict the reaction product. The product is: [F:33][C:30]([F:31])([F:32])[O:29][C:25]1[CH:24]=[C:23]([CH:28]=[CH:27][CH:26]=1)[O:22][C:14]1[C:15]([C:17]([O:19][CH2:20][CH3:21])=[O:18])=[N:16][N:12]([C:3]2[CH:4]=[CH:5][C:6]([C:8]([F:11])([F:10])[F:9])=[CH:7][CH:2]=2)[N:13]=1. (2) Given the reactants Br[C:2]1[CH:7]=[C:6]([N+:8]([O-:10])=[O:9])[CH:5]=[CH:4][C:3]=1[N:11]1[CH2:15][CH2:14][CH:13]([NH:16][C:17](=[O:25])[O:18][CH2:19][CH2:20][Si:21]([CH3:24])([CH3:23])[CH3:22])[CH2:12]1.[C:26]([C:28]1[CH:29]=[C:30]([NH:34][C:35](=[O:41])[O:36][C:37]([CH3:40])([CH3:39])[CH3:38])[CH:31]=[CH:32][CH:33]=1)#[CH:27], predict the reaction product. The product is: [C:37]([O:36][C:35]([NH:34][C:30]1[CH:29]=[C:28]([C:26]#[C:27][C:2]2[CH:7]=[C:6]([N+:8]([O-:10])=[O:9])[CH:5]=[CH:4][C:3]=2[N:11]2[CH2:15][CH2:14][CH:13]([NH:16][C:17](=[O:25])[O:18][CH2:19][CH2:20][Si:21]([CH3:24])([CH3:23])[CH3:22])[CH2:12]2)[CH:33]=[CH:32][CH:31]=1)=[O:41])([CH3:40])([CH3:39])[CH3:38]. (3) Given the reactants [Cl:1][C:2]1[CH:3]=[C:4]2[C:9](=[CH:10][C:11]=1[O:12][C:13]1[CH:18]=[CH:17][C:16]([C:19](=[O:36])[NH:20][CH2:21][CH2:22][C:23]3[C:24]([CH:33]4[CH2:35][CH2:34]4)=[N:25][C:26]([C:29]([F:32])([F:31])[F:30])=[CH:27][CH:28]=3)=[CH:15][CH:14]=1)[O:8][CH2:7][CH2:6][CH:5]2[C:37]([O:39]CC)=[O:38].[OH-].[Na+].C(O)C, predict the reaction product. The product is: [Cl:1][C:2]1[CH:3]=[C:4]2[C:9](=[CH:10][C:11]=1[O:12][C:13]1[CH:14]=[CH:15][C:16]([C:19](=[O:36])[NH:20][CH2:21][CH2:22][C:23]3[C:24]([CH:33]4[CH2:34][CH2:35]4)=[N:25][C:26]([C:29]([F:30])([F:32])[F:31])=[CH:27][CH:28]=3)=[CH:17][CH:18]=1)[O:8][CH2:7][CH2:6][CH:5]2[C:37]([OH:39])=[O:38]. (4) Given the reactants [Cl:1][C:2]1[CH:3]=[C:4]([C:17]#[N:18])[C:5]([C:11]2[CH:16]=[CH:15][CH:14]=[CH:13][CH:12]=2)=[C:6]([N+:8]([O-])=O)[CH:7]=1, predict the reaction product. The product is: [NH2:8][C:6]1[CH:7]=[C:2]([Cl:1])[CH:3]=[C:4]([C:17]#[N:18])[C:5]=1[C:11]1[CH:16]=[CH:15][CH:14]=[CH:13][CH:12]=1.